Dataset: Catalyst prediction with 721,799 reactions and 888 catalyst types from USPTO. Task: Predict which catalyst facilitates the given reaction. Reactant: FC(F)(F)C1C=C(C=C(C(F)(F)F)C=1)C[N:7]([C:29]1[N:34]=[CH:33][C:32]([C:35]2[CH:36]=[N:37][N:38]([CH3:40])[CH:39]=2)=[CH:31][N:30]=1)[C@@H]1CN(C2C(CO)=CN=C(N3CCCCC3)N=2)[C@H](CC)C1.CI.[H-].[Na+].[NH4+].[Cl-]. Product: [CH3:40][N:38]1[CH:39]=[C:35]([C:32]2[CH:31]=[N:30][C:29]([NH2:7])=[N:34][CH:33]=2)[CH:36]=[N:37]1. The catalyst class is: 3.